The task is: Predict the reactants needed to synthesize the given product.. This data is from Full USPTO retrosynthesis dataset with 1.9M reactions from patents (1976-2016). (1) Given the product [NH2:5][C@H:6]([C:11]1[CH:12]=[CH:13][C:14]([F:17])=[CH:15][CH:16]=1)[C:7]([CH3:9])([OH:10])[CH3:8], predict the reactants needed to synthesize it. The reactants are: FC(F)(F)C([NH:5][C@H:6]([C:11]1[CH:16]=[CH:15][C:14]([F:17])=[CH:13][CH:12]=1)[C:7]([OH:10])([CH3:9])[CH3:8])=O.[OH-].[K+].O. (2) The reactants are: [CH3:1][C:2](=[CH:4][CH2:5][CH2:6]/[C:7](=[CH:9]/[CH2:10][OH:11])/[CH3:8])[CH3:3]. Given the product [CH3:8][CH:7]([CH2:6][CH2:5][CH2:4][CH:2]([CH3:3])[CH3:1])[CH2:9][CH2:10][OH:11], predict the reactants needed to synthesize it. (3) Given the product [Cl:11][C:7]1[N:3]([CH2:1][CH3:2])[N:4]=[CH:5][C:6]=1[NH2:8], predict the reactants needed to synthesize it. The reactants are: [CH2:1]([N:3]1[CH:7]=[C:6]([N+:8]([O-])=O)[CH:5]=[N:4]1)[CH3:2].[Cl-:11].[NH4+].